Dataset: Forward reaction prediction with 1.9M reactions from USPTO patents (1976-2016). Task: Predict the product of the given reaction. (1) Given the reactants C([C:3]1[O:7][C:6]([C:8]([NH:10][C:11]2[S:12][C:13]([C:21]([CH:23]3[CH2:28][CH2:27][O:26][CH2:25][CH2:24]3)=[O:22])=[C:14]([C:16]3[O:17][CH:18]=[CH:19][CH:20]=3)[N:15]=2)=[O:9])=[CH:5][CH:4]=1)=O.Cl.[NH2:30][OH:31], predict the reaction product. The product is: [O:17]1[CH:18]=[CH:19][CH:20]=[C:16]1[C:14]1[N:15]=[C:11]([NH:10][C:8]([CH:6]2[CH:5]=[CH:4][C:3](=[N:30][OH:31])[O:7]2)=[O:9])[S:12][C:13]=1[C:21]([CH:23]1[CH2:24][CH2:25][O:26][CH2:27][CH2:28]1)=[O:22]. (2) Given the reactants [Cl:1][C:2]1[CH:7]=[CH:6][C:5](/[CH:8]=[CH:9]/[C:10]([N:12]2[CH2:17][CH2:16][C:15]([CH2:19][N:20]3[CH:24]=[C:23]([C:25](O)=[O:26])[CH:22]=[N:21]3)([OH:18])[CH2:14][CH2:13]2)=[O:11])=[C:4]([CH2:28][N:29]2[N:33]=[N:32][C:31]([CH3:34])=[N:30]2)[CH:3]=1.Cl.[CH3:36][NH:37][CH3:38].CCN(C(C)C)C(C)C.C(P1(=O)OP(CCC)(=O)OP(CCC)(=O)O1)CC, predict the reaction product. The product is: [Cl:1][C:2]1[CH:7]=[CH:6][C:5](/[CH:8]=[CH:9]/[C:10]([N:12]2[CH2:17][CH2:16][C:15]([CH2:19][N:20]3[CH:24]=[C:23]([C:25]([N:37]([CH3:38])[CH3:36])=[O:26])[CH:22]=[N:21]3)([OH:18])[CH2:14][CH2:13]2)=[O:11])=[C:4]([CH2:28][N:29]2[N:33]=[N:32][C:31]([CH3:34])=[N:30]2)[CH:3]=1.